From a dataset of NCI-60 drug combinations with 297,098 pairs across 59 cell lines. Regression. Given two drug SMILES strings and cell line genomic features, predict the synergy score measuring deviation from expected non-interaction effect. (1) Drug 1: CN(C(=O)NC(C=O)C(C(C(CO)O)O)O)N=O. Drug 2: COC1=C2C(=CC3=C1OC=C3)C=CC(=O)O2. Cell line: HCT-15. Synergy scores: CSS=0.126, Synergy_ZIP=-0.0387, Synergy_Bliss=-4.32, Synergy_Loewe=-3.55, Synergy_HSA=-5.52. (2) Drug 1: C1=C(C(=O)NC(=O)N1)N(CCCl)CCCl. Drug 2: CN(C(=O)NC(C=O)C(C(C(CO)O)O)O)N=O. Cell line: NCI-H226. Synergy scores: CSS=9.87, Synergy_ZIP=-5.20, Synergy_Bliss=0.0770, Synergy_Loewe=-7.33, Synergy_HSA=-0.00897. (3) Drug 1: C1=C(C(=O)NC(=O)N1)N(CCCl)CCCl. Drug 2: CC1=C(C(=O)C2=C(C1=O)N3CC4C(C3(C2COC(=O)N)OC)N4)N. Cell line: M14. Synergy scores: CSS=51.9, Synergy_ZIP=-12.8, Synergy_Bliss=-7.73, Synergy_Loewe=-23.7, Synergy_HSA=-5.52. (4) Drug 1: CN(C)C1=NC(=NC(=N1)N(C)C)N(C)C. Drug 2: CCC1(CC2CC(C3=C(CCN(C2)C1)C4=CC=CC=C4N3)(C5=C(C=C6C(=C5)C78CCN9C7C(C=CC9)(C(C(C8N6C=O)(C(=O)OC)O)OC(=O)C)CC)OC)C(=O)OC)O.OS(=O)(=O)O. Cell line: MOLT-4. Synergy scores: CSS=40.8, Synergy_ZIP=5.11, Synergy_Bliss=6.65, Synergy_Loewe=-63.0, Synergy_HSA=2.81.